Dataset: Forward reaction prediction with 1.9M reactions from USPTO patents (1976-2016). Task: Predict the product of the given reaction. (1) Given the reactants Cl[C:2]1[C:11]([C:12]2[CH:17]=[CH:16][CH:15]=[C:14]([F:18])[CH:13]=2)=[CH:10][C:9]2[C:4](=[CH:5][CH:6]=[CH:7][C:8]=2[Cl:19])[N:3]=1.C([Sn](CCCC)(CCCC)C=C)CCC.C[N+]1([O-])CC[O:39][CH2:38]C1, predict the reaction product. The product is: [Cl:19][C:8]1[CH:7]=[CH:6][CH:5]=[C:4]2[C:9]=1[CH:10]=[C:11]([C:12]1[CH:17]=[CH:16][CH:15]=[C:14]([F:18])[CH:13]=1)[C:2]([CH:38]=[O:39])=[N:3]2. (2) Given the reactants [O:1]=[C:2]1[C:7]([C:8]2[NH:9][C:10]3[C:15]([CH:16]=2)=[CH:14][C:13]([C:17](O)=[O:18])=[CH:12][CH:11]=3)=[N:6][C:5]2=[CH:20][S:21][CH:22]=[C:4]2[NH:3]1.C1CN([P+](ON2N=NC3C=CC=CC2=3)(N2CCCC2)N2CCCC2)CC1.F[P-](F)(F)(F)(F)F.[CH3:56][O:57][CH2:58][CH2:59][NH:60][CH3:61], predict the reaction product. The product is: [CH3:56][O:57][CH2:58][CH2:59][N:60]([CH3:61])[C:17]([C:13]1[CH:14]=[C:15]2[C:10](=[CH:11][CH:12]=1)[NH:9][C:8]([C:7]1[C:2](=[O:1])[NH:3][C:4]3[C:5](=[CH:20][S:21][CH:22]=3)[N:6]=1)=[CH:16]2)=[O:18]. (3) Given the reactants C([O:5][C:6](=[O:37])[CH2:7][C@@H:8]([C:29]1[CH:30]=[N:31][C:32]([O:35][CH3:36])=[CH:33][CH:34]=1)[N:9]1[CH:13]=[CH:12][N:11]([CH2:14][CH2:15][CH2:16][C:17]2[CH:18]=[CH:19][C:20]3[CH2:26][CH2:25][CH2:24][CH2:23][NH:22][C:21]=3[N:27]=2)[C:10]1=[O:28])(C)(C)C.C(O)(C(F)(F)F)=O, predict the reaction product. The product is: [CH3:36][O:35][C:32]1[N:31]=[CH:30][C:29]([C@@H:8]([N:9]2[CH:13]=[CH:12][N:11]([CH2:14][CH2:15][CH2:16][C:17]3[CH:18]=[CH:19][C:20]4[CH2:26][CH2:25][CH2:24][CH2:23][NH:22][C:21]=4[N:27]=3)[C:10]2=[O:28])[CH2:7][C:6]([OH:37])=[O:5])=[CH:34][CH:33]=1. (4) Given the reactants C([N:8]1[CH2:13][CH2:12][CH2:11][C:10]([C:15]2[CH:20]=[CH:19][CH:18]=[CH:17][CH:16]=2)([OH:14])[CH2:9]1)(OC(C)(C)C)=O.O.C1(C)C=CC(S(O)(=O)=O)=CC=1.[OH-].[K+], predict the reaction product. The product is: [C:15]1([C:10]2([OH:14])[CH2:11][CH2:12][CH2:13][NH:8][CH2:9]2)[CH:16]=[CH:17][CH:18]=[CH:19][CH:20]=1. (5) The product is: [NH2:2][C:1]1[CH2:3][C:4]([C:5]([O:7][CH2:8][CH3:9])=[O:6])=[CH:10][C:11]2[CH:12]=[C:13]([C:20]3[CH:25]=[CH:24][C:23]([NH:26][C:27]([O:29][CH2:30][CH3:31])=[O:28])=[CH:22][CH:21]=3)[CH:14]=[CH:15][C:16]=2[N:17]=1. Given the reactants [C:1]([CH2:3]/[C:4](=[CH:10]\[C:11]1[CH:12]=[C:13]([C:20]2[CH:25]=[CH:24][C:23]([NH:26][C:27]([O:29][CH2:30][CH3:31])=[O:28])=[CH:22][CH:21]=2)[CH:14]=[CH:15][C:16]=1[N+:17]([O-])=O)/[C:5]([O:7][CH2:8][CH3:9])=[O:6])#[N:2].C(N(CC(O)=O)CC(O)=O)CN(CC(O)=O)CC(O)=O.NC1C=CC(C2C=CC(NC(OCC)=O)=CC=2)=CC=1/C=C(\CC#N)/C(OCC)=O, predict the reaction product. (6) Given the reactants [F:1][C:2]1[CH:3]=[C:4]([N:8]2[N:12]=[N:11][C:10]([C:13]([OH:15])=O)=[N:9]2)[CH:5]=[CH:6][CH:7]=1.C(OC([N:23]1[CH2:28][CH2:27][NH:26][C:25]([CH3:30])([CH3:29])[CH2:24]1)=O)(C)(C)C.[F:31][C:32]([F:37])([F:36])[C:33]([OH:35])=[O:34].CC1(C)CNCCN1C(C1N=CN(C2C=CC=CC=2)N=1)=O, predict the reaction product. The product is: [F:31][C:32]([F:37])([F:36])[C:33]([OH:35])=[O:34].[CH3:29][C:25]1([CH3:30])[CH2:24][NH:23][CH2:28][CH2:27][N:26]1[C:13]([C:10]1[N:11]=[N:12][N:8]([C:4]2[CH:5]=[CH:6][CH:7]=[C:2]([F:1])[CH:3]=2)[N:9]=1)=[O:15]. (7) Given the reactants C(=[N:14][C:15]1[CH:16]=[CH:17][C:18]2[N:19]([N:21]=[CH:22][N:23]=2)[CH:20]=1)(C1C=CC=CC=1)C1C=CC=CC=1.Cl.NO.CC([O-])=O.[Na+], predict the reaction product. The product is: [N:23]1[CH:22]=[N:21][N:19]2[CH:20]=[C:15]([NH2:14])[CH:16]=[CH:17][C:18]=12.